This data is from Forward reaction prediction with 1.9M reactions from USPTO patents (1976-2016). The task is: Predict the product of the given reaction. The product is: [CH2:58]([NH:52][CH2:53][O:1][C:2]1[C:11]([CH2:12][CH2:13][C:14]([CH3:16])=[CH2:15])=[C:10]([O:17][CH3:18])[CH:9]=[C:8](/[CH:19]=[CH:20]/[C:21]2[CH:22]=[CH:23][CH:24]=[CH:25][CH:26]=2)[C:3]=1[C:4]([O:6][CH3:7])=[O:5])[C:40]1[CH:41]=[CH:42][CH:43]=[CH:44][CH:45]=1. Given the reactants [OH:1][C:2]1[C:11]([CH2:12][CH2:13][C:14]([CH3:16])=[CH2:15])=[C:10]([O:17][CH3:18])[CH:9]=[C:8](/[CH:19]=[CH:20]/[C:21]2[CH:26]=[CH:25][CH:24]=[CH:23][CH:22]=2)[C:3]=1[C:4]([O:6][CH3:7])=[O:5].[C:40]1(P([C:40]2[CH:45]=[CH:44][CH:43]=[CH:42][CH:41]=2)[C:40]2[CH:45]=[CH:44][CH:43]=[CH:42][CH:41]=2)[CH:45]=[CH:44][CH:43]=[CH:42][CH:41]=1.CCOC(/N=[N:52]/[C:53](OCC)=O)=O.[CH2:58]1COCC1, predict the reaction product.